From a dataset of Peptide-MHC class I binding affinity with 185,985 pairs from IEDB/IMGT. Regression. Given a peptide amino acid sequence and an MHC pseudo amino acid sequence, predict their binding affinity value. This is MHC class I binding data. The peptide sequence is ERWHSLIKYL. The MHC is HLA-B27:05 with pseudo-sequence HLA-B27:05. The binding affinity (normalized) is 0.821.